Dataset: Forward reaction prediction with 1.9M reactions from USPTO patents (1976-2016). Task: Predict the product of the given reaction. (1) Given the reactants [F:1][C:2]1[CH:7]=[C:6]([I:8])[CH:5]=[CH:4][C:3]=1[NH:9][C:10]1[CH:18]=[N:17][CH:16]=[CH:15][C:11]=1[C:12]([OH:14])=O.[CH3:19][O:20][C:21]1[CH:22]=[C:23]([CH:25]=[CH:26][CH:27]=1)[NH2:24], predict the reaction product. The product is: [F:1][C:2]1[CH:7]=[C:6]([I:8])[CH:5]=[CH:4][C:3]=1[NH:9][C:10]1[CH:18]=[N:17][CH:16]=[CH:15][C:11]=1[C:12]([NH:24][C:23]1[CH:25]=[CH:26][CH:27]=[C:21]([O:20][CH3:19])[CH:22]=1)=[O:14]. (2) Given the reactants [F:1][C:2]1[CH:9]=[CH:8][CH:7]=[C:6]([F:10])[C:3]=1[CH2:4]Br.[CH2:11]([O:13][P:14]([O:18]CC)[O:15][CH2:16][CH3:17])[CH3:12], predict the reaction product. The product is: [F:1][C:2]1[CH:9]=[CH:8][CH:7]=[C:6]([F:10])[C:3]=1[CH2:4][P:14](=[O:18])([O:15][CH2:16][CH3:17])[O:13][CH2:11][CH3:12]. (3) Given the reactants C(N(CC)CC)C.[NH2:8][C:9]1[CH:10]=[CH:11][C:12]([C:17]([F:20])([F:19])[F:18])=[C:13]([CH:16]=1)[C:14]#[N:15].[C:21]([O:24][CH2:25][C:26](Cl)=[O:27])(=[O:23])[CH3:22], predict the reaction product. The product is: [C:21]([O:24][CH2:25][C:26]([NH:8][C:9]1[CH:10]=[CH:11][C:12]([C:17]([F:18])([F:19])[F:20])=[C:13]([C:14]#[N:15])[CH:16]=1)=[O:27])(=[O:23])[CH3:22]. (4) Given the reactants [ClH:1].O1CCO[CH2:4][CH2:3]1.[NH2:8][CH2:9][CH2:10][O:11][CH2:12][C:13]([OH:15])=[O:14].C(O)C, predict the reaction product. The product is: [ClH:1].[NH2:8][CH2:9][CH2:10][O:11][CH2:12][C:13]([O:15][CH2:3][CH3:4])=[O:14]. (5) Given the reactants [C:1]12([C:11](=[O:20])[CH2:12][S:13][C:14]3[S:15][C:16]([NH2:19])=[N:17][N:18]=3)[CH2:10][CH:5]3[CH2:6][CH:7]([CH2:9][CH:3]([CH2:4]3)[CH2:2]1)[CH2:8]2.[CH:21]1([C:24](Cl)=[O:25])[CH2:23][CH2:22]1, predict the reaction product. The product is: [C:1]12([C:11](=[O:20])[CH2:12][S:13][C:14]3[S:15][C:16]([NH:19][C:24]([CH:21]4[CH2:23][CH2:22]4)=[O:25])=[N:17][N:18]=3)[CH2:10][CH:5]3[CH2:4][CH:3]([CH2:9][CH:7]([CH2:6]3)[CH2:8]1)[CH2:2]2.